This data is from Peptide-MHC class I binding affinity with 185,985 pairs from IEDB/IMGT. The task is: Regression. Given a peptide amino acid sequence and an MHC pseudo amino acid sequence, predict their binding affinity value. This is MHC class I binding data. (1) The peptide sequence is IPMVTQMAM. The MHC is HLA-B07:02 with pseudo-sequence HLA-B07:02. The binding affinity (normalized) is 0.966. (2) The peptide sequence is KVGVYKMHK. The MHC is HLA-A30:01 with pseudo-sequence HLA-A30:01. The binding affinity (normalized) is 0.745. (3) The peptide sequence is FLQGAKWYL. The MHC is HLA-A69:01 with pseudo-sequence HLA-A69:01. The binding affinity (normalized) is 0.432.